Dataset: Peptide-MHC class I binding affinity with 185,985 pairs from IEDB/IMGT. Task: Regression. Given a peptide amino acid sequence and an MHC pseudo amino acid sequence, predict their binding affinity value. This is MHC class I binding data. (1) The peptide sequence is ELAPIRVNA. The MHC is HLA-B39:01 with pseudo-sequence HLA-B39:01. The binding affinity (normalized) is 0.0847. (2) The peptide sequence is HSSVAGGLW. The MHC is HLA-A03:01 with pseudo-sequence HLA-A03:01. The binding affinity (normalized) is 0.0847. (3) The peptide sequence is DQFPTAFEF. The MHC is Mamu-B3901 with pseudo-sequence Mamu-B3901. The binding affinity (normalized) is 0.141. (4) The peptide sequence is GEMWAQDAA. The MHC is HLA-A24:02 with pseudo-sequence HLA-A24:02. The binding affinity (normalized) is 0.00185. (5) The peptide sequence is QEPGPVGPL. The MHC is HLA-B58:01 with pseudo-sequence HLA-B58:01. The binding affinity (normalized) is 0.213. (6) The peptide sequence is AYKSSEATTPV. The MHC is Patr-A0901 with pseudo-sequence Patr-A0901. The binding affinity (normalized) is 0.524. (7) The peptide sequence is KPPRGVLLY. The MHC is HLA-A26:01 with pseudo-sequence HLA-A26:01. The binding affinity (normalized) is 0.0847.